Regression. Given a peptide amino acid sequence and an MHC pseudo amino acid sequence, predict their binding affinity value. This is MHC class II binding data. From a dataset of Peptide-MHC class II binding affinity with 134,281 pairs from IEDB. (1) The peptide sequence is LLYCFRKDMDKVETF. The MHC is DRB4_0101 with pseudo-sequence DRB4_0103. The binding affinity (normalized) is 0.137. (2) The peptide sequence is DVNASFRAAMATTAN. The MHC is HLA-DPA10201-DPB10501 with pseudo-sequence HLA-DPA10201-DPB10501. The binding affinity (normalized) is 0.